From a dataset of Full USPTO retrosynthesis dataset with 1.9M reactions from patents (1976-2016). Predict the reactants needed to synthesize the given product. Given the product [CH3:1][C:2]1[CH:3]=[C:4]2[C:9](=[C:10]([NH:12][S:19]([C:13]3[CH:18]=[CH:17][CH:16]=[CH:15][CH:14]=3)(=[O:21])=[O:20])[CH:11]=1)[N:8]=[CH:7][CH:6]=[CH:5]2, predict the reactants needed to synthesize it. The reactants are: [CH3:1][C:2]1[CH:3]=[C:4]2[C:9](=[C:10]([NH2:12])[CH:11]=1)[N:8]=[CH:7][CH:6]=[CH:5]2.[C:13]1([S:19](Cl)(=[O:21])=[O:20])[CH:18]=[CH:17][CH:16]=[CH:15][CH:14]=1.